Dataset: Peptide-MHC class II binding affinity with 134,281 pairs from IEDB. Task: Regression. Given a peptide amino acid sequence and an MHC pseudo amino acid sequence, predict their binding affinity value. This is MHC class II binding data. (1) The peptide sequence is FETIVVTVDSLPEFK. The MHC is HLA-DQA10501-DQB10301 with pseudo-sequence HLA-DQA10501-DQB10301. The binding affinity (normalized) is 0. (2) The peptide sequence is GINTIPIAINEAEYV. The MHC is HLA-DQA10102-DQB10502 with pseudo-sequence HLA-DQA10102-DQB10502. The binding affinity (normalized) is 0.336. (3) The peptide sequence is VLMAVVLASLIYRRR. The MHC is DRB1_0301 with pseudo-sequence DRB1_0301. The binding affinity (normalized) is 0.